Task: Predict the reactants needed to synthesize the given product.. Dataset: Full USPTO retrosynthesis dataset with 1.9M reactions from patents (1976-2016) (1) Given the product [CH3:1][S:2]([C:5]1[CH:10]=[CH:9][C:8]([C:11]2[C:12]3[N:13]([N:17]=[C:18]([NH:20][C:21]4[CH:22]=[CH:23][C:24]([OH:27])=[CH:25][CH:26]=4)[N:19]=3)[CH:14]=[CH:15][CH:16]=2)=[CH:7][CH:6]=1)(=[O:4])=[O:3], predict the reactants needed to synthesize it. The reactants are: [CH3:1][S:2]([C:5]1[CH:10]=[CH:9][C:8]([C:11]2[C:12]3[N:13]([N:17]=[C:18]([NH:20][C:21]4[CH:26]=[CH:25][C:24]([O:27]C)=[CH:23][CH:22]=4)[N:19]=3)[CH:14]=[CH:15][CH:16]=2)=[CH:7][CH:6]=1)(=[O:4])=[O:3].B(Br)(Br)Br.CO. (2) Given the product [ClH:19].[ClH:19].[NH:1]1[C:10]2[C:5](=[CH:6][CH:7]=[CH:8][CH:9]=2)[CH2:4][CH:3]([NH2:11])[CH2:2]1, predict the reactants needed to synthesize it. The reactants are: [NH:1]1[C:10]2[C:5](=[CH:6][CH:7]=[CH:8][CH:9]=2)[CH2:4][CH:3]([NH:11]C(=O)OC(C)(C)C)[CH2:2]1.[ClH:19]. (3) Given the product [F:1][C:2]1[CH:3]=[C:4]([C:8]2[C:9]([N:26]3[CH2:27][CH2:28][N:29]([C:32]([O:34][C:35]([CH3:38])([CH3:37])[CH3:36])=[O:33])[CH2:30][CH2:31]3)=[C:10]3[CH:16]=[CH:15][NH:14][C:11]3=[N:12][CH:13]=2)[CH:5]=[CH:6][CH:7]=1, predict the reactants needed to synthesize it. The reactants are: [F:1][C:2]1[CH:3]=[C:4]([C:8]2[C:9]([N:26]3[CH2:31][CH2:30][N:29]([C:32]([O:34][C:35]([CH3:38])([CH3:37])[CH3:36])=[O:33])[CH2:28][CH2:27]3)=[C:10]3[CH:16]=[CH:15][N:14](S(C4C=CC=CC=4)(=O)=O)[C:11]3=[N:12][CH:13]=2)[CH:5]=[CH:6][CH:7]=1.C1COCC1.CO.[Li+].[OH-]. (4) Given the product [N:15]1[CH:16]=[CH:17][C:12]([CH2:11][C:10]2[C:5]3[C:4](=[CH:9][CH:8]=[CH:7][CH:6]=3)[C:3](=[O:2])[NH:19][CH:18]=2)=[CH:13][CH:14]=1, predict the reactants needed to synthesize it. The reactants are: C[O:2][C:3](=O)[C:4]1[CH:9]=[CH:8][CH:7]=[CH:6][C:5]=1[C:10]([C:18]#[N:19])=[CH:11][C:12]1[CH:17]=[CH:16][N:15]=[CH:14][CH:13]=1.O. (5) Given the product [Cl:1][C:2]1[CH:3]=[N:4][CH:5]=[C:6]([Cl:27])[C:7]=1[NH:8][C:9]([C:11]1[C:19]2[C:18]3[CH:20]=[C:21]([NH:24][CH2:29][C:28]([O:32][CH2:33][CH3:34])=[O:31])[CH:22]=[CH:23][C:17]=3[O:16][C:15]=2[C:14]([O:25][CH3:26])=[CH:13][CH:12]=1)=[O:10], predict the reactants needed to synthesize it. The reactants are: [Cl:1][C:2]1[CH:3]=[N:4][CH:5]=[C:6]([Cl:27])[C:7]=1[NH:8][C:9]([C:11]1[C:19]2[C:18]3[CH:20]=[C:21]([NH2:24])[CH:22]=[CH:23][C:17]=3[O:16][C:15]=2[C:14]([O:25][CH3:26])=[CH:13][CH:12]=1)=[O:10].[C:28]([O:32][CH2:33][CH3:34])(=[O:31])[CH:29]=O.C1(C)C=CC=CC=1. (6) Given the product [Br:1][C:2]1[CH:3]=[C:4]2[C:5]([CH2:17][CH2:18][C:9](=[O:11])[CH2:8]2)=[CH:6][CH:7]=1, predict the reactants needed to synthesize it. The reactants are: [Br:1][C:2]1[CH:3]=[C:4]([CH2:8][C:9]([OH:11])=O)[CH:5]=[CH:6][CH:7]=1.CN(C=O)C.[C:17](Cl)(=O)[C:18](Cl)=O.[Al+3].[Cl-].[Cl-].[Cl-].